From a dataset of Full USPTO retrosynthesis dataset with 1.9M reactions from patents (1976-2016). Predict the reactants needed to synthesize the given product. Given the product [ClH:1].[OH:15][C:12]1([CH2:16][S:17]([C:20]2[CH:29]=[CH:28][C:23]([C:24]([O:26][CH3:27])=[O:25])=[CH:22][CH:21]=2)(=[O:18])=[O:19])[CH2:13][CH2:14][NH:9][CH2:10][CH2:11]1, predict the reactants needed to synthesize it. The reactants are: [ClH:1].C(OC([N:9]1[CH2:14][CH2:13][C:12]([CH2:16][S:17]([C:20]2[CH:29]=[CH:28][C:23]([C:24]([O:26][CH3:27])=[O:25])=[CH:22][CH:21]=2)(=[O:19])=[O:18])([OH:15])[CH2:11][CH2:10]1)=O)(C)(C)C.